Dataset: Catalyst prediction with 721,799 reactions and 888 catalyst types from USPTO. Task: Predict which catalyst facilitates the given reaction. (1) Reactant: [CH3:1][O:2][C:3]([C:5]1[CH:9]=[C:8]([C:10]([O:12][CH3:13])=[O:11])[NH:7][N:6]=1)=[O:4].C(=O)([O-])[O-].[K+].[K+].Cl[CH2:21][C:22]1[CH:27]=[CH:26][C:25]([O:28][CH3:29])=[CH:24][CH:23]=1. Product: [CH3:13][O:12][C:10]([C:8]1[CH:9]=[C:5]([C:3]([O:2][CH3:1])=[O:4])[N:6]([CH2:21][C:22]2[CH:27]=[CH:26][C:25]([O:28][CH3:29])=[CH:24][CH:23]=2)[N:7]=1)=[O:11]. The catalyst class is: 21. (2) Reactant: C([O:4][CH2:5][C:6]1[CH:15]=[CH:14][C:9]([C:10]([O:12][CH3:13])=[O:11])=[CH:8][N:7]=1)(=O)C.Cl. Product: [OH:4][CH2:5][C:6]1[CH:15]=[CH:14][C:9]([C:10]([O:12][CH3:13])=[O:11])=[CH:8][N:7]=1. The catalyst class is: 5. (3) Reactant: [C:1]([N:8]1[CH2:12][C@H:11]([CH:13]2[CH2:18][CH2:17][CH2:16][CH2:15][CH2:14]2)[CH2:10][C@H:9]1[C:19](O)=[O:20])([O:3][C:4]([CH3:7])([CH3:6])[CH3:5])=[O:2].C(Cl)Cl.C(N1C=CN=C1)(N1C=CN=C1)=O.Cl.[CH3:38][NH:39][O:40][CH3:41]. Product: [CH:13]1([C@H:11]2[CH2:12][N:8]([C:1]([O:3][C:4]([CH3:6])([CH3:7])[CH3:5])=[O:2])[C@H:9]([C:19](=[O:20])[N:39]([O:40][CH3:41])[CH3:38])[CH2:10]2)[CH2:14][CH2:15][CH2:16][CH2:17][CH2:18]1. The catalyst class is: 25. (4) Reactant: [NH2:1][C:2]1[CH:10]=[CH:9][CH:8]=[C:7]([O:11][CH3:12])[C:3]=1[C:4]([NH2:6])=[O:5].[OH:13][CH2:14][CH2:15][O:16][C:17]1[C:24]([CH3:25])=[CH:23][C:20]([CH:21]=O)=[CH:19][C:18]=1[CH3:26].OS([O-])=O.[Na+].CC1C=CC(S(O)(=O)=O)=CC=1. Product: [OH:13][CH2:14][CH2:15][O:16][C:17]1[C:24]([CH3:25])=[CH:23][C:20]([C:21]2[NH:6][C:4](=[O:5])[C:3]3[C:2](=[CH:10][CH:9]=[CH:8][C:7]=3[O:11][CH3:12])[N:1]=2)=[CH:19][C:18]=1[CH3:26]. The catalyst class is: 80.